Dataset: Full USPTO retrosynthesis dataset with 1.9M reactions from patents (1976-2016). Task: Predict the reactants needed to synthesize the given product. (1) Given the product [Cl:1][C:2]1[CH:10]=[C:9]([Cl:11])[CH:8]=[C:7]([Cl:12])[C:3]=1[CH2:4][OH:5], predict the reactants needed to synthesize it. The reactants are: [Cl:1][C:2]1[CH:10]=[C:9]([Cl:11])[CH:8]=[C:7]([Cl:12])[C:3]=1[C:4](O)=[O:5]. (2) The reactants are: Br[C:2]1[CH:22]=[CH:21][C:5]2[C:6]([O:19][CH3:20])=[C:7]([C:9]([C:11]3[CH:16]=[CH:15][C:14]([Cl:17])=[CH:13][C:12]=3[Cl:18])=[O:10])[O:8][C:4]=2[CH:3]=1.CC1(C)C(C)(C)OB([C:31]2[CH:32]=[C:33]([CH:40]=[CH:41][CH:42]=2)[CH2:34][NH:35][S:36]([CH3:39])(=[O:38])=[O:37])O1.C(=O)([O-])[O-].[Na+].[Na+]. Given the product [Cl:18][C:12]1[CH:13]=[C:14]([Cl:17])[CH:15]=[CH:16][C:11]=1[C:9]([C:7]1[O:8][C:4]2[CH:3]=[C:2]([C:31]3[CH:32]=[C:33]([CH:40]=[CH:41][CH:42]=3)[CH2:34][NH:35][S:36]([CH3:39])(=[O:38])=[O:37])[CH:22]=[CH:21][C:5]=2[C:6]=1[O:19][CH3:20])=[O:10], predict the reactants needed to synthesize it. (3) Given the product [ClH:22].[ClH:22].[N:16]1([CH2:15][CH2:14][C@H:11]2[CH2:10][CH2:9][C@H:8]([NH2:7])[CH2:13][CH2:12]2)[CH2:20][CH2:19][CH2:18][CH2:17]1, predict the reactants needed to synthesize it. The reactants are: C(OC(=O)[NH:7][C@H:8]1[CH2:13][CH2:12][C@H:11]([CH2:14][CH2:15][N:16]2[CH2:20][CH2:19][CH2:18][CH2:17]2)[CH2:10][CH2:9]1)(C)(C)C.[ClH:22]. (4) Given the product [CH2:6]([O:5][C:3]([C:2]1[S:20][C:19]([C:18]2[CH:22]=[CH:23][C:15]([Cl:14])=[CH:16][CH:17]=2)=[N:21][C:8]=1[C:9]([F:12])([F:11])[F:10])=[O:4])[CH3:7], predict the reactants needed to synthesize it. The reactants are: Cl[CH:2]([C:8](=O)[C:9]([F:12])([F:11])[F:10])[C:3]([O:5][CH2:6][CH3:7])=[O:4].[Cl:14][C:15]1[CH:23]=[CH:22][C:18]([C:19]([NH2:21])=[S:20])=[CH:17][CH:16]=1.O.C1(C)C=CC(S(O)(=O)=O)=CC=1. (5) Given the product [F:1][B-:2]([F:5])([F:4])[F:3].[F:1][B-:2]([F:5])([F:4])[F:3].[O-:32][S:29]([C:28]([F:52])([F:51])[F:27])(=[O:31])=[O:30].[O-:32][S:29]([C:28]([F:52])([F:51])[F:27])(=[O:31])=[O:30].[CH2:44]([CH:34]([CH2:35][N+:24]1[CH:25]=[CH:26][C:21]([C:18]2[CH:17]=[CH:16][N+:15]([C:10]3[CH:11]=[CH:12][CH:13]=[CH:14][C:9]=3[CH:6]([CH3:8])[CH3:7])=[CH:20][CH:19]=2)=[CH:22][CH:23]=1)[CH2:33][N+:24]1[CH:23]=[CH:22][C:21]([C:18]2[CH:17]=[CH:16][N+:15]([C:10]3[CH:11]=[CH:12][CH:13]=[CH:14][C:9]=3[CH:6]([CH3:8])[CH3:7])=[CH:20][CH:19]=2)=[CH:26][CH:25]=1)[C:45]1[CH:50]=[CH:49][CH:48]=[CH:47][CH:46]=1, predict the reactants needed to synthesize it. The reactants are: [F:1][B-:2]([F:5])([F:4])[F:3].[CH:6]([C:9]1[CH:14]=[CH:13][CH:12]=[CH:11][C:10]=1[N+:15]1[CH:20]=[CH:19][C:18]([C:21]2[CH:26]=[CH:25][N:24]=[CH:23][CH:22]=2)=[CH:17][CH:16]=1)([CH3:8])[CH3:7].[F:27][C:28]([F:52])([F:51])[S:29]([O:32][CH2:33][CH:34]([CH2:44][C:45]1[CH:50]=[CH:49][CH:48]=[CH:47][CH:46]=1)[CH2:35]OS(C(F)(F)F)(=O)=O)(=[O:31])=[O:30]. (6) Given the product [Br:1][C:2]1[CH:3]=[CH:4][C:5]2[NH:11][CH2:10][CH2:9][O:8][C:7]([CH3:18])([C:13]3[S:14][CH:15]=[CH:16][CH:17]=3)[C:6]=2[CH:19]=1, predict the reactants needed to synthesize it. The reactants are: [Br:1][C:2]1[CH:3]=[CH:4][C:5]2[NH:11][C:10](=O)[CH2:9][O:8][C:7]([CH3:18])([C:13]3[S:14][CH:15]=[CH:16][CH:17]=3)[C:6]=2[CH:19]=1.[H-].[Al+3].[Li+].[H-].[H-].[H-].[Cl-].[NH4+].C(OCC)(=O)C. (7) Given the product [CH3:6][O:7][CH2:8][C:9]1[S:4][C:3]([NH2:5])=[N:2][N:1]=1, predict the reactants needed to synthesize it. The reactants are: [NH2:1][NH:2][C:3]([NH2:5])=[S:4].[CH3:6][O:7][CH2:8][C:9](O)=O.P(Cl)(Cl)(Cl)=O.[Na]. (8) Given the product [F:22][C:23]([F:28])([F:27])[C:24]([OH:26])=[O:25].[NH2:11][CH2:10][CH2:9][S:8][C:6]1[N:7]=[C:2]([NH2:1])[C:3]([N+:19]([O-:21])=[O:20])=[CH:4][CH:5]=1, predict the reactants needed to synthesize it. The reactants are: [NH2:1][C:2]1[N:7]=[C:6]([S:8][CH2:9][CH2:10][NH:11]C(=O)OC(C)(C)C)[CH:5]=[CH:4][C:3]=1[N+:19]([O-:21])=[O:20].[F:22][C:23]([F:28])([F:27])[C:24]([OH:26])=[O:25]. (9) Given the product [C:15]([O:14][C:12]([NH:11][CH2:10][C:4]1[CH:5]=[CH:6][C:7]([Cl:9])=[CH:8][C:3]=1[CH2:2][OH:1])=[O:13])([CH3:18])([CH3:17])[CH3:16], predict the reactants needed to synthesize it. The reactants are: [OH:1][CH2:2][C:3]1[CH:8]=[C:7]([Cl:9])[CH:6]=[CH:5][C:4]=1[CH2:10][NH2:11].[C:12](O[C:12]([O:14][C:15]([CH3:18])([CH3:17])[CH3:16])=[O:13])([O:14][C:15]([CH3:18])([CH3:17])[CH3:16])=[O:13].C. (10) The reactants are: [CH3:1][NH:2][CH:3]([CH3:5])[CH3:4].C(NC(C)C)(C)C.CN(C)C=O.[Br:18][C:19]1[CH:35]=[CH:34][C:22]2[C:23]3[N:24]=[C:25]([C:31](Cl)=[O:32])[S:26][C:27]=3[CH2:28][CH2:29][O:30][C:21]=2[CH:20]=1. Given the product [CH:3]([N:2]([CH3:1])[C:31]([C:25]1[S:26][C:27]2[CH2:28][CH2:29][O:30][C:21]3[CH:20]=[C:19]([Br:18])[CH:35]=[CH:34][C:22]=3[C:23]=2[N:24]=1)=[O:32])([CH3:5])[CH3:4], predict the reactants needed to synthesize it.